Predict the reactants needed to synthesize the given product. From a dataset of Full USPTO retrosynthesis dataset with 1.9M reactions from patents (1976-2016). (1) Given the product [F:1][C:2]1[CH:20]=[C:19]([I:21])[CH:18]=[CH:17][C:3]=1[NH:4][C:5]1[C:6]([C:12]([O:14][CH2:15][CH3:16])=[O:13])=[CH:7][N:8]([CH2:25][CH2:26][O:27][CH2:28][CH2:29][O:30][CH3:31])[C:9](=[O:11])[CH:10]=1, predict the reactants needed to synthesize it. The reactants are: [F:1][C:2]1[CH:20]=[C:19]([I:21])[CH:18]=[CH:17][C:3]=1[NH:4][C:5]1[C:6]([C:12]([O:14][CH2:15][CH3:16])=[O:13])=[CH:7][NH:8][C:9](=[O:11])[CH:10]=1.[H-].[Na+].Br[CH2:25][CH2:26][O:27][CH2:28][CH2:29][O:30][CH3:31]. (2) Given the product [N:23]1([C:27]([C:29]2[N:30]=[CH:31][C:32]([O:1][C:2]3[CH:3]=[C:4]([CH:14]=[C:15]([O:17][C@H:18]4[CH2:22][CH2:21][O:20][CH2:19]4)[CH:16]=3)[C:5]([NH:7][C:8]3[CH:12]=[CH:11][N:10]([CH3:13])[N:9]=3)=[O:6])=[CH:33][CH:34]=2)=[O:28])[CH2:26][CH2:25][CH2:24]1, predict the reactants needed to synthesize it. The reactants are: [OH:1][C:2]1[CH:3]=[C:4]([CH:14]=[C:15]([O:17][C@H:18]2[CH2:22][CH2:21][O:20][CH2:19]2)[CH:16]=1)[C:5]([NH:7][C:8]1[CH:12]=[CH:11][N:10]([CH3:13])[N:9]=1)=[O:6].[N:23]1([C:27]([C:29]2[CH:34]=[CH:33][C:32](Br)=[CH:31][N:30]=2)=[O:28])[CH2:26][CH2:25][CH2:24]1.C(=O)([O-])[O-].[Cs+].[Cs+]. (3) Given the product [N:28]1([C:2]2[CH:7]=[CH:6][C:5]([C:8]3[C:12]4[CH2:13][C:14]5[S:15][CH:16]=[CH:17][C:18]=5[C:11]=4[N:10]([CH2:19][O:20][CH2:21][CH2:22][Si:23]([CH3:26])([CH3:25])[CH3:24])[N:9]=3)=[CH:4][CH:3]=2)[CH2:33][CH2:32][CH2:30][CH2:29]1, predict the reactants needed to synthesize it. The reactants are: Br[C:2]1[CH:7]=[CH:6][C:5]([C:8]2[C:12]3[CH2:13][C:14]4[S:15][CH:16]=[CH:17][C:18]=4[C:11]=3[N:10]([CH2:19][O:20][CH2:21][CH2:22][Si:23]([CH3:26])([CH3:25])[CH3:24])[N:9]=2)=[CH:4][CH:3]=1.C[N:28]1[CH2:33][CH2:32]N[CH2:30][CH2:29]1.C([O-])([O-])=O.[Cs+].[Cs+].CC1(C)C2C(=C(P(C3C=CC=CC=3)C3C=CC=CC=3)C=CC=2)OC2C(P(C3C=CC=CC=3)C3C=CC=CC=3)=CC=CC1=2. (4) Given the product [Cl:28][C:29]1[CH:34]=[CH:33][C:32]([Cl:35])=[CH:31][C:30]=1[S:36]([NH:24][CH2:23][CH2:22][CH2:21][CH2:20][C@@H:19]([C:25]([OH:27])=[O:26])[NH:18][C:16]([O:15][CH2:14][CH:12]1[C:11]2[CH:10]=[CH:9][CH:8]=[CH:7][C:6]=2[C:5]2[C:13]1=[CH:1][CH:2]=[CH:3][CH:4]=2)=[O:17])(=[O:38])=[O:37], predict the reactants needed to synthesize it. The reactants are: [CH:1]1[C:13]2[CH:12]([CH2:14][O:15][C:16]([NH:18][C@H:19]([C:25]([OH:27])=[O:26])[CH2:20][CH2:21][CH2:22][CH2:23][NH2:24])=[O:17])[C:11]3[C:6](=[CH:7][CH:8]=[CH:9][CH:10]=3)[C:5]=2[CH:4]=[CH:3][CH:2]=1.[Cl:28][C:29]1[CH:34]=[CH:33][C:32]([Cl:35])=[CH:31][C:30]=1[S:36](Cl)(=[O:38])=[O:37]. (5) The reactants are: [Cl:1][C:2]1[CH:7]=[C:6]([C:8](=[O:12])[N:9]([CH3:11])[CH3:10])[CH:5]=[CH:4][C:3]=1[N:13]([CH3:34])[C:14]([C:16]1[S:33][C:19]2[C:20]3[CH:28]=[CH:27][C:26]([C:29]([O:31]C)=[O:30])=[CH:25][C:21]=3[O:22][CH2:23][CH2:24][C:18]=2[CH:17]=1)=[O:15].O[Li].O. Given the product [Cl:1][C:2]1[CH:7]=[C:6]([C:8](=[O:12])[N:9]([CH3:10])[CH3:11])[CH:5]=[CH:4][C:3]=1[N:13]([CH3:34])[C:14]([C:16]1[S:33][C:19]2[C:20]3[CH:28]=[CH:27][C:26]([C:29]([OH:31])=[O:30])=[CH:25][C:21]=3[O:22][CH2:23][CH2:24][C:18]=2[CH:17]=1)=[O:15], predict the reactants needed to synthesize it. (6) Given the product [C:21]([O:20][C:18]([CH2:17][CH2:16][N:12]1[CH2:13][CH2:14][CH2:15][C@H:11]1[C:9]([OH:10])=[O:8])=[O:19])([CH3:24])([CH3:22])[CH3:23], predict the reactants needed to synthesize it. The reactants are: C([O:8][C:9]([C@@H:11]1[CH2:15][CH2:14][CH2:13][N:12]1[CH2:16][CH2:17][C:18]([O:20][C:21]([CH3:24])([CH3:23])[CH3:22])=[O:19])=[O:10])C1C=CC=CC=1. (7) Given the product [NH2:5][C:6]1[N:11]=[CH:10][C:9](/[CH:12]=[CH:13]/[C:14]([N:40]([CH2:41][C:19]2[C:20]3[C:25](=[CH:24][CH:23]=[CH:22][CH:21]=3)[N:17]([CH2:1][C:30]3[CH:29]=[CH:28][CH:27]=[CH:26][CH:31]=3)[CH:18]=2)[CH3:37])=[O:16])=[CH:8][CH:7]=1, predict the reactants needed to synthesize it. The reactants are: [CH2:1](Cl)CCl.[NH2:5][C:6]1[N:11]=[CH:10][C:9]([CH:12]=[CH:13][C:14]([OH:16])=O)=[CH:8][CH:7]=1.[NH:17]1[C:25]2[C:20](=[CH:21][CH:22]=[CH:23][CH:24]=2)[CH:19]=[CH:18]1.[CH:26]1[CH:27]=[CH:28][C:29]2N(O)N=N[C:30]=2[CH:31]=1.O.[CH:37]([N:40](C(C)C)[CH2:41]C)(C)C. (8) Given the product [F:1][C:2]1[C:11]([CH2:12][CH2:13][C:14]2[CH:19]=[N:18][C:17]([NH:20][C:21]3[CH:26]=[CH:25][C:24]([N:27]4[CH2:32][CH2:31][CH2:30][CH2:29][C:28]4=[O:33])=[CH:23][CH:22]=3)=[N:16][CH:15]=2)=[CH:10][C:5]([C:6]([NH:42][CH3:41])=[O:8])=[CH:4][C:3]=1[O:34][CH3:35], predict the reactants needed to synthesize it. The reactants are: [F:1][C:2]1[C:11]([CH2:12][CH2:13][C:14]2[CH:15]=[N:16][C:17]([NH:20][C:21]3[CH:26]=[CH:25][C:24]([N:27]4[CH2:32][CH2:31][CH2:30][CH2:29][C:28]4=[O:33])=[CH:23][CH:22]=3)=[N:18][CH:19]=2)=[CH:10][C:5]([C:6]([O:8]C)=O)=[CH:4][C:3]=1[O:34][CH3:35].[OH-].[Na+].Cl.CN.[CH3:41][N:42](C(ON1N=NC2C=CC=NC1=2)=[N+](C)C)C.F[P-](F)(F)(F)(F)F.CCN(C(C)C)C(C)C. (9) Given the product [CH2:1]([O:3][C:4]([C:6]1[CH:7]=[C:8]2[C:14]([C:27]3[CH:28]=[CH:29][O:25][CH:26]=3)=[CH:13][N:12]([S:16]([C:19]3[CH:24]=[CH:23][CH:22]=[CH:21][CH:20]=3)(=[O:18])=[O:17])[C:9]2=[N:10][CH:11]=1)=[O:5])[CH3:2], predict the reactants needed to synthesize it. The reactants are: [CH2:1]([O:3][C:4]([C:6]1[CH:7]=[C:8]2[C:14](I)=[CH:13][N:12]([S:16]([C:19]3[CH:24]=[CH:23][CH:22]=[CH:21][CH:20]=3)(=[O:18])=[O:17])[C:9]2=[N:10][CH:11]=1)=[O:5])[CH3:2].[O:25]1[CH:29]=[CH:28][C:27](B(O)O)=[CH:26]1.C([O-])([O-])=O.[Na+].[Na+].[Li+].[Cl-]. (10) The reactants are: Cl[C:2]1[CH:7]=[C:6]([C:8]([F:11])([F:10])[F:9])[N:5]=[C:4]([C:12]2[CH:13]=[N:14][CH:15]=[CH:16][CH:17]=2)[N:3]=1.[Cl:18][C:19]1[CH:25]=[CH:24][C:23]([CH3:26])=[CH:22][C:20]=1[NH2:21]. Given the product [Cl:18][C:19]1[CH:25]=[CH:24][C:23]([CH3:26])=[CH:22][C:20]=1[NH:21][C:2]1[CH:7]=[C:6]([C:8]([F:11])([F:10])[F:9])[N:5]=[C:4]([C:12]2[CH:13]=[N:14][CH:15]=[CH:16][CH:17]=2)[N:3]=1, predict the reactants needed to synthesize it.